From a dataset of Catalyst prediction with 721,799 reactions and 888 catalyst types from USPTO. Predict which catalyst facilitates the given reaction. (1) Reactant: [CH3:1][O:2][C:3](=[O:9])[CH2:4][C:5]([O:7][CH3:8])=[O:6].Br[CH2:11][CH2:12][CH2:13][CH2:14]Br.C([O-])([O-])=O.[K+].[K+].F[B-](F)(F)F.C([N+]1C=CN(C)C=1)CCC. Product: [CH3:1][O:2][C:3]([C:4]1([C:5]([O:7][CH3:8])=[O:6])[CH2:14][CH2:13][CH2:12][CH2:11]1)=[O:9]. The catalyst class is: 18. (2) Reactant: [NH2:1][C:2]1[CH:7]=[CH:6][C:5]([NH:8][C:9](=[O:15])/[CH:10]=[CH:11]\[C:12]([OH:14])=[O:13])=[CH:4][CH:3]=1.O.[NH3:17]. Product: [OH2:13].[NH2:1][C:2]1[CH:3]=[CH:4][C:5]([NH:8][C:9](=[O:15])/[CH:10]=[CH:11]\[C:12]([O-:14])=[O:13])=[CH:6][CH:7]=1.[NH4+:17]. The catalyst class is: 6. (3) Reactant: C(OC(=O)NC1CCNC([CH2:14][N:15]2[C:24]([C:25]#[N:26])=[C:23]([C:27]3[CH:32]=[CH:31][CH:30]=[CH:29][CH:28]=3)[C:22]3[C:17](=[CH:18][CH:19]=[C:20]([O:33][CH3:34])[CH:21]=3)[C:16]2=[O:35])C1)(C)(C)C.[ClH:37]. Product: [ClH:37].[C:25]([C:24]1[N:15]([CH2:14][CH:22]2[CH2:23][CH2:24][NH:15][CH2:16][CH2:17]2)[C:16](=[O:35])[C:17]2[C:22]([C:23]=1[C:27]1[CH:32]=[CH:31][CH:30]=[CH:29][CH:28]=1)=[CH:21][C:20]([O:33][CH3:34])=[CH:19][CH:18]=2)#[N:26]. The catalyst class is: 13. (4) Reactant: [CH3:1][C@@:2]12[CH2:24][CH2:23][C@:22]3([CH3:25])[C:8](=[CH:9][C:10]([C@H:12]4[C@@:21]3([CH3:26])[CH2:20][CH2:19][C@@H:18]3[C@:13]4([CH3:54])[CH2:14][CH2:15][C@H:16]([O:29][C@H]4O[C@H](C(O)=O)[C@@H](O)[C@H](O)[C@H]4O[C@@H]4O[C@H](C(O)=O)[C@@H](O)[C@H](O)[C@H]4O)[C:17]3([CH3:28])[CH3:27])=[O:11])[C@@H:7]1[CH2:6][C@:5]([C:56]([OH:58])=[O:57])([CH3:55])[CH2:4][CH2:3]2.[C@@H:59]12[C:68](=[O:69])[O:67][C:65](=[O:66])[C@@H:60]1[CH2:61][CH2:62][CH2:63][CH2:64]2.Cl. Product: [C:56]([C@:5]1([CH3:55])[CH2:6][C@@H:7]2[C@@:2]([CH3:1])([CH2:24][CH2:23][C@:22]3([CH3:25])[C:8]2=[CH:9][C:10](=[O:11])[C@H:12]2[C@@:21]3([CH3:26])[CH2:20][CH2:19][C@@H:18]3[C@:13]2([CH3:54])[CH2:14][CH2:15][C@H:16]([O:29][C:65]([C@@H:60]2[CH2:61][CH2:62][CH2:63][CH2:64][C@@H:59]2[C:68]([OH:67])=[O:69])=[O:66])[C:17]3([CH3:28])[CH3:27])[CH2:3][CH2:4]1)([OH:58])=[O:57]. The catalyst class is: 377.